From a dataset of Catalyst prediction with 721,799 reactions and 888 catalyst types from USPTO. Predict which catalyst facilitates the given reaction. (1) Reactant: [C:1]([O:5][C:6]([N:8]1[CH2:13][C@H:12](COS(C(F)(F)F)(=O)=O)[N:11](C2C=CC(OCCCOCC3C=CC=CC=3OC)=CC=2)[C:10](=[O:43])[CH2:9]1)=[O:7])([CH3:4])([CH3:3])[CH3:2].C(=O)([O-])[O-].[Cs+].[Cs+]. Product: [C:1]([O:5][C:6]([N:8]1[CH2:9][C:10](=[O:43])[NH:11][CH2:12][CH2:13]1)=[O:7])([CH3:4])([CH3:2])[CH3:3]. The catalyst class is: 10. (2) Reactant: [Br:1][C:2]1[CH:3]=[C:4]2[C:9](=[CH:10][CH:11]=1)[N:8]1[C:12]([C:15]3[CH:20]=[CH:19][CH:18]=[CH:17][CH:16]=3)=[N:13][N:14]=[C:7]1[CH:6]=[N:5]2.OO.C(O)(=[O:25])C. Product: [Br:1][C:2]1[CH:3]=[C:4]2[C:9](=[CH:10][CH:11]=1)[N:8]1[C:12]([C:15]3[CH:20]=[CH:19][CH:18]=[CH:17][CH:16]=3)=[N:13][N:14]=[C:7]1[C:6](=[O:25])[NH:5]2. The catalyst class is: 6. (3) Reactant: [C:1]([O:5][C:6](=[O:36])[NH:7][C@H:8]([C:12]([N:14]1[CH2:19][CH2:18][CH:17]([O:20][C:21]2[CH:26]=[CH:25][C:24]([F:27])=[CH:23][C:22]=2[O:28]CC2C=CC=CC=2)[CH2:16][CH2:15]1)=[O:13])[CH:9]([CH3:11])[CH3:10])([CH3:4])([CH3:3])[CH3:2]. Product: [C:1]([O:5][C:6](=[O:36])[NH:7][C@H:8]([C:12]([N:14]1[CH2:15][CH2:16][CH:17]([O:20][C:21]2[CH:26]=[CH:25][C:24]([F:27])=[CH:23][C:22]=2[OH:28])[CH2:18][CH2:19]1)=[O:13])[CH:9]([CH3:11])[CH3:10])([CH3:3])([CH3:4])[CH3:2]. The catalyst class is: 719. (4) Reactant: [CH3:1][C:2]1[C:3]2[N:4]([C:8]([C:11]([F:14])([F:13])[F:12])=[N:9][N:10]=2)[CH:5]=[CH:6][N:7]=1.[H][H]. Product: [CH3:1][CH:2]1[NH:7][CH2:6][CH2:5][N:4]2[C:8]([C:11]([F:14])([F:12])[F:13])=[N:9][N:10]=[C:3]12. The catalyst class is: 29. (5) Reactant: [NH:1]1[CH2:6][CH2:5][CH2:4][CH2:3][CH:2]1[CH2:7][OH:8].Br[CH2:10][C:11]#[N:12].CCN(CC)CC. Product: [OH:8][CH2:7][CH:2]1[CH2:3][CH2:4][CH2:5][CH2:6][N:1]1[CH2:10][C:11]#[N:12]. The catalyst class is: 1. (6) Reactant: Cl[C:2]1[C:3](=[O:23])[CH:4]=[C:5](Cl)[C:6](=[O:21])[C:7]=1[C:8]1[C:16]2[C:11](=[CH:12][CH:13]=[CH:14][CH:15]=2)[NH:10][C:9]=1[C:17]1([CH3:20])[CH2:19][CH2:18]1.[OH-:24].[Na+].[OH2:26].OS(O)(=O)=O. Product: [OH:24][C:2]1[C:3](=[O:23])[CH:4]=[C:5]([OH:26])[C:6](=[O:21])[C:7]=1[C:8]1[C:16]2[C:11](=[CH:12][CH:13]=[CH:14][CH:15]=2)[NH:10][C:9]=1[C:17]1([CH3:20])[CH2:19][CH2:18]1. The catalyst class is: 5. (7) The catalyst class is: 89. Reactant: [N:1]1[CH:6]=[CH:5][N:4]=[CH:3][C:2]=1[C:7]1[N:12]=[CH:11][C:10]2[CH:13]=[N:14][N:15]([C:16]3[N:21]=[C:20]([N:22]4[CH2:27][CH2:26][N:25](C(OC(C)(C)C)=O)[CH2:24][CH2:23]4)[CH:19]=[CH:18][CH:17]=3)[C:9]=2[CH:8]=1. Product: [N:22]1([C:20]2[N:21]=[C:16]([N:15]3[C:9]4[CH:8]=[C:7]([C:2]5[CH:3]=[N:4][CH:5]=[CH:6][N:1]=5)[N:12]=[CH:11][C:10]=4[CH:13]=[N:14]3)[CH:17]=[CH:18][CH:19]=2)[CH2:23][CH2:24][NH:25][CH2:26][CH2:27]1. (8) Reactant: [Cl:1][C:2]1[CH:3]=[CH:4][C:5]2[N:12]3[CH2:13][C@H:8]([CH2:9][CH2:10][CH2:11]3)[NH:7][C:6]=2[N:14]=1.[CH3:15][C:16]([O:19][C:20](O[C:20]([O:19][C:16]([CH3:18])([CH3:17])[CH3:15])=[O:21])=[O:21])([CH3:18])[CH3:17].O. Product: [Cl:1][C:2]1[CH:3]=[CH:4][C:5]2[N:12]3[CH2:13][C@H:8]([CH2:9][CH2:10][CH2:11]3)[N:7]([C:20]([O:19][C:16]([CH3:18])([CH3:17])[CH3:15])=[O:21])[C:6]=2[N:14]=1. The catalyst class is: 251. (9) Reactant: ClC(Cl)(OC(=O)[O:6][C:7]([Cl:10])(Cl)Cl)Cl.C([N:20]1[CH2:25][CH2:24][C:23](=[O:26])[CH2:22][CH2:21]1)C1C=CC=CC=1. Product: [O:26]=[C:23]1[CH2:24][CH2:25][N:20]([C:7]([Cl:10])=[O:6])[CH2:21][CH2:22]1. The catalyst class is: 2. (10) Reactant: [CH3:1][O:2][C:3]1[CH:8]=[CH:7][CH:6]=[CH:5][C:4]=1[C:9]1[NH:10][C:11]2[C:16]([CH:17]=1)=[CH:15][C:14]([CH:18]1[CH2:23][CH2:22][N:21]([CH2:24][CH2:25][N:26]([CH3:34])C(=O)OC(C)(C)C)[CH2:20][CH2:19]1)=[CH:13][CH:12]=2.[Cl:35]N1C(=O)CCC1=O. Product: [Cl:35][C:17]1[C:16]2[C:11](=[CH:12][CH:13]=[C:14]([CH:18]3[CH2:23][CH2:22][N:21]([CH2:24][CH2:25][NH:26][CH3:34])[CH2:20][CH2:19]3)[CH:15]=2)[NH:10][C:9]=1[C:4]1[CH:5]=[CH:6][CH:7]=[CH:8][C:3]=1[O:2][CH3:1]. The catalyst class is: 5.